This data is from Full USPTO retrosynthesis dataset with 1.9M reactions from patents (1976-2016). The task is: Predict the reactants needed to synthesize the given product. (1) The reactants are: [Cl:1][C:2]1[CH:7]=[CH:6][CH:5]=[CH:4][C:3]=1[N:8]1[C:17](=[O:18])[C:16]2[C:11](=[N:12][C:13](S(C)=O)=[N:14][CH:15]=2)[N:10]2[CH:22]=[CH:23][N:24]=[C:9]12.[Br:25][C:26]1[CH:32]=[CH:31][C:29]([NH2:30])=[CH:28][CH:27]=1.C([O-])(O)=O.[Na+]. Given the product [Br:25][C:26]1[CH:32]=[CH:31][C:29]([NH:30][C:13]2[N:12]=[C:11]3[C:16]([C:17](=[O:18])[N:8]([C:3]4[CH:4]=[CH:5][CH:6]=[CH:7][C:2]=4[Cl:1])[C:9]4[N:10]3[CH:22]=[CH:23][N:24]=4)=[CH:15][N:14]=2)=[CH:28][CH:27]=1, predict the reactants needed to synthesize it. (2) Given the product [N:4]1[CH:5]=[CH:6][CH:7]=[C:2]([C@H:23]2[CH2:24][C@H:20]([OH:19])[CH:21]=[CH:22]2)[CH:3]=1, predict the reactants needed to synthesize it. The reactants are: I[C:2]1[CH:3]=[N:4][CH:5]=[CH:6][CH:7]=1.C([Mg]Cl)(C)C.C([Cu])#N.C([O:19][C@@H:20]1[CH2:24][C@H:23](O)[CH:22]=[CH:21]1)(=O)C.